The task is: Predict the reactants needed to synthesize the given product.. This data is from Full USPTO retrosynthesis dataset with 1.9M reactions from patents (1976-2016). (1) The reactants are: [CH2:1]([O:8][NH:9][C@H:10]1[CH2:15][N:14]([C:16]([O:18][C:19]([CH3:22])([CH3:21])[CH3:20])=[O:17])[C@H:13]([C:23]([OH:25])=O)[CH2:12][CH2:11]1)[C:2]1[CH:7]=[CH:6][CH:5]=[CH:4][CH:3]=1.[S:26]1[CH2:30][CH2:29][NH:28][C:27]1=[S:31].Cl.C(N=C=NCCCN(C)C)C. Given the product [CH2:1]([O:8][NH:9][C@H:10]1[CH2:15][N:14]([C:16]([O:18][C:19]([CH3:20])([CH3:22])[CH3:21])=[O:17])[C@H:13]([C:23]([N:28]2[CH2:29][CH2:30][S:26][C:27]2=[S:31])=[O:25])[CH2:12][CH2:11]1)[C:2]1[CH:7]=[CH:6][CH:5]=[CH:4][CH:3]=1, predict the reactants needed to synthesize it. (2) Given the product [N:1]1[CH:6]=[CH:5][CH:4]=[C:3]([N:7]2[CH:11]=[C:10]([C:12]3[N:17]=[C:16]([C:18](=[S:21])[NH2:19])[CH:15]=[CH:14][CH:13]=3)[CH:9]=[N:8]2)[CH:2]=1, predict the reactants needed to synthesize it. The reactants are: [N:1]1[CH:6]=[CH:5][CH:4]=[C:3]([N:7]2[CH:11]=[C:10]([C:12]3[N:17]=[C:16]([C:18]#[N:19])[CH:15]=[CH:14][CH:13]=3)[CH:9]=[N:8]2)[CH:2]=1.[NH4+]=[S:21]. (3) The reactants are: [C:1]([O:5][C:6]([C@@:8]12[CH2:15][CH2:14][C@@H:13]([F:16])[C@H:12]1[C:11](=O)[N:10]([C@@H](C1C=CC=CC=1)C)[CH2:9]2)=[O:7])([CH3:4])([CH3:3])[CH3:2].C(O)C.O.[CH2:30]([O:37][C:38](Cl)=[O:39])[C:31]1[CH:36]=[CH:35][CH:34]=[CH:33][CH:32]=1. Given the product [C:1]([O:5][C:6]([C@@:8]12[CH2:15][CH2:14][C@@H:13]([F:16])[C@@H:12]1[CH2:11][N:10]([C:38]([O:37][CH2:30][C:31]1[CH:36]=[CH:35][CH:34]=[CH:33][CH:32]=1)=[O:39])[CH2:9]2)=[O:7])([CH3:4])([CH3:2])[CH3:3], predict the reactants needed to synthesize it. (4) Given the product [NH:14]1[CH:2]2[CH:3]([CH2:4][CH2:5][C:6]3[CH:7]=[CH:8][CH:9]=[N:10][C:11]=32)[CH2:12][CH2:13]1, predict the reactants needed to synthesize it. The reactants are: O=[C:2]1[C:11]2[N:10]=[CH:9][CH:8]=[CH:7][C:6]=2[CH2:5][CH2:4][CH:3]1[CH2:12][C:13]#[N:14].[H][H]. (5) Given the product [CH2:33]([N:35]([CH2:38][C:39]1[CH:18]=[CH:19][CH:20]=[CH:21][CH:16]=1)[C@H:36]1[CH2:21][CH2:20][C@H:19]([C:43]([N:41]([O:3][CH3:4])[CH3:40])=[O:44])[CH2:18][CH2:37]1)[C:34]1[CH:16]=[CH:21][CH:20]=[CH:19][CH:18]=1, predict the reactants needed to synthesize it. The reactants are: CN[O:3][CH3:4].Cl.F[P-](F)(F)(F)(F)F.N1(O[P+](N(C)C)(N(C)C)N(C)C)C2[CH:18]=[CH:19][CH:20]=[CH:21][C:16]=2N=N1.[CH2:33]([N:35]([CH2:38][CH3:39])[CH2:36][CH3:37])[CH3:34].[CH3:40][N:41]([CH:43]=[O:44])C. (6) Given the product [Br:13][C:14]1[CH:15]=[CH:16][C:17]([C:20]2[C:24]([C:25]3[CH:30]=[CH:29][C:28]([S:31]([N:34]4[C:4]([CH3:5])=[CH:3][CH:2]=[C:7]4[CH3:6])(=[O:33])=[O:32])=[CH:27][CH:26]=3)=[C:23]([CH3:35])[O:22][N:21]=2)=[CH:18][CH:19]=1, predict the reactants needed to synthesize it. The reactants are: O.[C:2]1(C)[CH:7]=[CH:6][C:5](S(O)(=O)=O)=[CH:4][CH:3]=1.[Br:13][C:14]1[CH:19]=[CH:18][C:17]([C:20]2[C:24]([C:25]3[CH:30]=[CH:29][C:28]([S:31]([NH2:34])(=[O:33])=[O:32])=[CH:27][CH:26]=3)=[C:23]([CH3:35])[O:22][N:21]=2)=[CH:16][CH:15]=1.C(CC(=O)C)C(C)=O.O. (7) Given the product [F:1][C:2]([F:32])([F:31])[S:3]([NH:6][CH2:7][CH2:8][C:9]1[S:10][C:11]([C:14]2[CH:15]=[CH:16][C:17]([NH:20][C:21]([NH:23][C:24]3[CH:29]=[CH:28][CH:27]=[CH:26][C:25]=3[F:30])=[NH:33])=[CH:18][CH:19]=2)=[CH:12][N:13]=1)(=[O:5])=[O:4], predict the reactants needed to synthesize it. The reactants are: [F:1][C:2]([F:32])([F:31])[S:3]([NH:6][CH2:7][CH2:8][C:9]1[S:10][C:11]([C:14]2[CH:19]=[CH:18][C:17]([NH:20][C:21]([NH:23][C:24]3[CH:29]=[CH:28][CH:27]=[CH:26][C:25]=3[F:30])=S)=[CH:16][CH:15]=2)=[CH:12][N:13]=1)(=[O:5])=[O:4].[NH3:33]. (8) Given the product [CH3:28][C:21]1[N:19]2[N:20]=[C:15](/[CH:14]=[CH:13]/[C:4]3[N:5]([C:7]4[CH:12]=[CH:11][CH:10]=[CH:9][CH:8]=4)[CH:6]=[C:2]([N:29]4[CH2:33][CH2:32][CH2:31][C:30]4=[O:34])[N:3]=3)[CH:16]=[CH:17][C:18]2=[N:23][C:22]=1[C:24]([F:26])([F:25])[F:27], predict the reactants needed to synthesize it. The reactants are: Br[C:2]1[N:3]=[C:4](/[CH:13]=[CH:14]/[C:15]2[CH:16]=[CH:17][C:18]3[N:19]([C:21]([CH3:28])=[C:22]([C:24]([F:27])([F:26])[F:25])[N:23]=3)[N:20]=2)[N:5]([C:7]2[CH:12]=[CH:11][CH:10]=[CH:9][CH:8]=2)[CH:6]=1.[NH:29]1[CH2:33][CH2:32][CH2:31][C:30]1=[O:34]. (9) Given the product [Cl:1][C:2]1[CH:3]=[C:4]([C:9]2[O:13][C:12]([CH2:14][CH2:15][NH:16][C:17]([C:19]3[NH:23][N:22]=[C:21]([C:24]([N:27]4[CH2:32][CH2:31][CH:30]([CH2:33][CH2:34][OH:35])[CH2:29][CH2:28]4)=[O:25])[CH:20]=3)=[O:18])=[CH:11][CH:10]=2)[CH:5]=[CH:6][C:7]=1[Cl:8], predict the reactants needed to synthesize it. The reactants are: [Cl:1][C:2]1[CH:3]=[C:4]([C:9]2[O:13][C:12]([CH2:14][CH2:15][NH:16][C:17]([C:19]3[NH:23][N:22]=[C:21]([C:24](O)=[O:25])[CH:20]=3)=[O:18])=[CH:11][CH:10]=2)[CH:5]=[CH:6][C:7]=1[Cl:8].[NH:27]1[CH2:32][CH2:31][CH:30]([CH2:33][CH2:34][OH:35])[CH2:29][CH2:28]1.